This data is from Full USPTO retrosynthesis dataset with 1.9M reactions from patents (1976-2016). The task is: Predict the reactants needed to synthesize the given product. (1) Given the product [I:3][C:4]1[CH:5]=[C:6]([CH3:14])[C:7]2[O:11][C:10](=[O:12])[N:9]([CH3:15])[C:8]=2[CH:13]=1, predict the reactants needed to synthesize it. The reactants are: IC.[I:3][C:4]1[CH:5]=[C:6]([CH3:14])[C:7]2[O:11][C:10](=[O:12])[NH:9][C:8]=2[CH:13]=1.[C:15](=O)([O-])[O-].[K+].[K+].O. (2) Given the product [Cl:50][C:51]1[CH:56]=[CH:55][CH:54]=[CH:53][C:52]=1[NH:57][CH:58]1[CH2:63][CH2:62][N:61]([C:24](=[O:25])[CH2:23][NH:22][C:20]([C:17]2[CH:16]=[C:15]([C:11]3[CH:12]=[CH:13][CH:14]=[C:9]([O:8][CH2:1][C:2]4[CH:7]=[CH:6][CH:5]=[CH:4][CH:3]=4)[CH:10]=3)[NH:19][N:18]=2)=[O:21])[CH2:60][CH2:59]1, predict the reactants needed to synthesize it. The reactants are: [CH2:1]([O:8][C:9]1[CH:10]=[C:11]([C:15]2[NH:19][N:18]=[C:17]([C:20]([NH:22][CH2:23][C:24](O)=[O:25])=[O:21])[CH:16]=2)[CH:12]=[CH:13][CH:14]=1)[C:2]1[CH:7]=[CH:6][CH:5]=[CH:4][CH:3]=1.CCN(C(C)C)C(C)C.CCN=C=NCCCN(C)C.Cl.Cl.Cl.[Cl:50][C:51]1[CH:56]=[CH:55][CH:54]=[CH:53][C:52]=1[NH:57][CH:58]1[CH2:63][CH2:62][NH:61][CH2:60][CH2:59]1. (3) Given the product [NH2:23][C:21]1[CH:20]=[CH:19][C:3]([O:4][C:5]2[N:10]=[CH:9][N:8]=[C:7]([NH:11][C:12]([N:14]3[CH2:18][CH2:17][CH2:16][CH2:15]3)=[O:13])[CH:6]=2)=[C:2]([F:1])[CH:22]=1, predict the reactants needed to synthesize it. The reactants are: [F:1][C:2]1[CH:22]=[C:21]([N+:23]([O-])=O)[CH:20]=[CH:19][C:3]=1[O:4][C:5]1[N:10]=[CH:9][N:8]=[C:7]([NH:11][C:12]([N:14]2[CH2:18][CH2:17][CH2:16][CH2:15]2)=[O:13])[CH:6]=1.[Cl-].[NH4+].C(OCC)(=O)C.O1CCCC1. (4) Given the product [C:71]([C:62]1[N:63]=[C:64]([C:66]2([CH3:70])[CH2:67][O:68][CH2:69]2)[NH:65][C:61]=1[C:27]1[C:28]([CH3:30])=[CH:29][C:20]([CH3:19])=[C:21]([CH:26]=1)[C:22]([O:24][CH3:25])=[O:23])#[N:72], predict the reactants needed to synthesize it. The reactants are: CC1NC(C2C=C(C=CC=2C)C(OC)=O)=C(C)N=1.[CH3:19][C:20]1[CH:29]=[C:28]([CH3:30])[C:27](B2OC(C)(C)C(C)(C)O2)=[CH:26][C:21]=1[C:22]([O:24][CH3:25])=[O:23].CC1C=CC(C(OC)=O)=CC=1B1OC(C)(C)C(C)(C)O1.I[C:61]1[NH:65][C:64]([C:66]2([CH3:70])[CH2:69][O:68][CH2:67]2)=[N:63][C:62]=1[C:71]#[N:72].IC1NC(C)=NC=1C.